Dataset: Full USPTO retrosynthesis dataset with 1.9M reactions from patents (1976-2016). Task: Predict the reactants needed to synthesize the given product. Given the product [CH3:34][N:35]([CH3:36])[C:28]([C:25]1[CH:26]=[CH:27][C:22]([C:19]2[CH:18]=[CH:17][C:16]([O:15][CH2:14][CH:11]3[CH2:10][CH2:9][N:8]([CH2:7][C:3]4([C:2]([F:31])([F:32])[F:1])[CH2:6][CH2:5][CH2:4]4)[CH2:13][CH2:12]3)=[CH:21][CH:20]=2)=[CH:23][CH:24]=1)=[O:29], predict the reactants needed to synthesize it. The reactants are: [F:1][C:2]([F:32])([F:31])[C:3]1([CH2:7][N:8]2[CH2:13][CH2:12][CH:11]([CH2:14][O:15][C:16]3[CH:21]=[CH:20][C:19]([C:22]4[CH:27]=[CH:26][C:25]([C:28](O)=[O:29])=[CH:24][CH:23]=4)=[CH:18][CH:17]=3)[CH2:10][CH2:9]2)[CH2:6][CH2:5][CH2:4]1.Cl.[CH3:34][NH:35][CH3:36].C1CN([P+](ON2N=NC3C=CC=CC2=3)(N2CCCC2)N2CCCC2)CC1.F[P-](F)(F)(F)(F)F.CCN(C(C)C)C(C)C.